This data is from Full USPTO retrosynthesis dataset with 1.9M reactions from patents (1976-2016). The task is: Predict the reactants needed to synthesize the given product. (1) The reactants are: [H-].[Na+].[CH3:3][C:4]([NH:6][C:7]1[CH:8]=[CH:9][C:10]([OH:13])=[CH:11][CH:12]=1)=[O:5].[CH3:14][S:15][CH2:16]Cl.CO. Given the product [CH3:14][S:15][CH2:16][O:13][C:10]1[CH:11]=[CH:12][C:7]([NH:6][C:4](=[O:5])[CH3:3])=[CH:8][CH:9]=1, predict the reactants needed to synthesize it. (2) The reactants are: [CH3:1][N:2]([CH3:28])[C:3]([C:5]1[C:15]([CH2:16][CH2:17][C:18](=[O:26])[C:19]2[CH:24]=[CH:23][CH:22]=[CH:21][C:20]=2[CH3:25])=[C:14]([OH:27])[C:8]2[N:9]=[C:10]([CH3:13])[N:11]([CH3:12])[C:7]=2[CH:6]=1)=[O:4].CC([O-])(C)C.[K+].[C:35]([OH:45])(=[O:44])[C@H:36]([C:38]1[CH:43]=[CH:42][CH:41]=[CH:40][CH:39]=1)[OH:37]. Given the product [CH3:28][N:2]([CH3:1])[C:3]([C:5]1[C:15]([CH2:16][CH2:17][C@@H:18]([OH:26])[C:19]2[CH:24]=[CH:23][CH:22]=[CH:21][C:20]=2[CH3:25])=[C:14]([OH:27])[C:8]2[N:9]=[C:10]([CH3:13])[N:11]([CH3:12])[C:7]=2[CH:6]=1)=[O:4].[C:35]([OH:45])(=[O:44])[C@H:36]([C:38]1[CH:43]=[CH:42][CH:41]=[CH:40][CH:39]=1)[OH:37], predict the reactants needed to synthesize it.